From a dataset of Forward reaction prediction with 1.9M reactions from USPTO patents (1976-2016). Predict the product of the given reaction. (1) Given the reactants [Si:1]([O:18][CH2:19][C:20]1[C:21](=[O:26])[NH:22][CH:23]=[CH:24][CH:25]=1)([C:14]([CH3:17])([CH3:16])[CH3:15])([C:8]1[CH:13]=[CH:12][CH:11]=[CH:10][CH:9]=1)[C:2]1[CH:7]=[CH:6][CH:5]=[CH:4][CH:3]=1.F[C:28]1[CH:33]=[CH:32][C:31]([N+:34]([O-:36])=[O:35])=[CH:30][C:29]=1[O:37][CH3:38], predict the reaction product. The product is: [Si:1]([O:18][CH2:19][C:20]1[C:21](=[O:26])[N:22]([C:28]2[CH:33]=[CH:32][C:31]([N+:34]([O-:36])=[O:35])=[CH:30][C:29]=2[O:37][CH3:38])[CH:23]=[CH:24][CH:25]=1)([C:14]([CH3:17])([CH3:15])[CH3:16])([C:8]1[CH:13]=[CH:12][CH:11]=[CH:10][CH:9]=1)[C:2]1[CH:3]=[CH:4][CH:5]=[CH:6][CH:7]=1. (2) Given the reactants Cl[CH2:2][C:3]1[CH:8]=[CH:7][C:6]([NH:9][C:10]([N:12]2[CH2:17][CH2:16][N:15]([C:18]3[C:27]4[C:22](=[CH:23][C:24]([O:30][CH3:31])=[C:25]([O:28][CH3:29])[CH:26]=4)[N:21]=[CH:20][N:19]=3)[CH2:14][CH2:13]2)=[O:11])=[CH:5][CH:4]=1.[NH:32]1[CH2:37][CH2:36][CH2:35][CH2:34][CH2:33]1.O, predict the reaction product. The product is: [CH3:29][O:28][C:25]1[CH:26]=[C:27]2[C:22](=[CH:23][C:24]=1[O:30][CH3:31])[N:21]=[CH:20][N:19]=[C:18]2[N:15]1[CH2:14][CH2:13][N:12]([C:10]([NH:9][C:6]2[CH:7]=[CH:8][C:3]([CH2:2][N:32]3[CH2:37][CH2:36][CH2:35][CH2:34][CH2:33]3)=[CH:4][CH:5]=2)=[O:11])[CH2:17][CH2:16]1. (3) Given the reactants [F:1][C:2]([F:37])([F:36])[C:3]1[CH:31]=[C:30]([C:32]([F:35])([F:34])[F:33])[CH:29]=[CH:28][C:4]=1[CH2:5][O:6][C:7]1[CH:12]=[CH:11][C:10]([CH:13]=[C:14]2[S:18][C:17]([N:19]3[CH2:24][CH2:23][NH:22][CH2:21][CH2:20]3)=[N:16][C:15]2=[O:25])=[CH:9][C:8]=1[O:26][CH3:27].C(Cl)(Cl)Cl.[C:42](Cl)(=[O:44])[CH3:43], predict the reaction product. The product is: [C:42]([N:22]1[CH2:21][CH2:20][N:19]([C:17]2[S:18][C:14](=[CH:13][C:10]3[CH:11]=[CH:12][C:7]([O:6][CH2:5][C:4]4[CH:28]=[CH:29][C:30]([C:32]([F:35])([F:33])[F:34])=[CH:31][C:3]=4[C:2]([F:36])([F:1])[F:37])=[C:8]([O:26][CH3:27])[CH:9]=3)[C:15](=[O:25])[N:16]=2)[CH2:24][CH2:23]1)(=[O:44])[CH3:43]. (4) Given the reactants [CH3:1][C:2]([C:6]1[CH:44]=[CH:43][C:9]2[C:10](=[O:42])[N:11]([C:15]3[CH:22]=[CH:21][CH:20]=[C:19]([C:23]4[CH:28]=[C:27]([NH:29][C:30]5[CH:35]=[CH:34][C:33]([S:36]([CH3:39])(=[O:38])=[O:37])=[CH:32][N:31]=5)[C:26](=[O:40])[N:25]([CH3:41])[N:24]=4)[C:16]=3[CH:17]=[O:18])[CH2:12][CH2:13][O:14][C:8]=2[CH:7]=1)([CH3:5])[CH:3]=[O:4].[BH4-].[Na+], predict the reaction product. The product is: [OH:4][CH2:3][C:2]([C:6]1[CH:44]=[CH:43][C:9]2[C:10](=[O:42])[N:11]([C:15]3[CH:22]=[CH:21][CH:20]=[C:19]([C:23]4[CH:28]=[C:27]([NH:29][C:30]5[CH:35]=[CH:34][C:33]([S:36]([CH3:39])(=[O:38])=[O:37])=[CH:32][N:31]=5)[C:26](=[O:40])[N:25]([CH3:41])[N:24]=4)[C:16]=3[CH2:17][OH:18])[CH2:12][CH2:13][O:14][C:8]=2[CH:7]=1)([CH3:1])[CH3:5]. (5) Given the reactants [C:1]1([CH3:12])[CH:6]=[CH:5][C:4]([O:7][CH2:8][C:9](Cl)=[O:10])=[CH:3][CH:2]=1.[CH3:13][NH:14][CH2:15][C:16]1[O:20][N:19]=[C:18]([C:21]2[CH:26]=[CH:25][C:24]([CH3:27])=[CH:23][CH:22]=2)[N:17]=1.C(N(CC)CC)C, predict the reaction product. The product is: [CH3:13][N:14]([CH2:15][C:16]1[O:20][N:19]=[C:18]([C:21]2[CH:26]=[CH:25][C:24]([CH3:27])=[CH:23][CH:22]=2)[N:17]=1)[C:9](=[O:10])[CH2:8][O:7][C:4]1[CH:5]=[CH:6][C:1]([CH3:12])=[CH:2][CH:3]=1. (6) Given the reactants [I-].[Na+].Cl[Si](Cl)(C)C.[C:8]([C:12]1[N:13]=[C:14]2[CH:19]=[C:18]([C:20]([O:22][CH2:23][CH3:24])=[O:21])[CH:17]=[C:16]([CH3:25])[N:15]2[C:26]=1[CH:27]([CH:29]1[CH2:34][CH2:33][C:32]([F:36])([F:35])[CH2:31][CH2:30]1)O)([CH3:11])([CH3:10])[CH3:9].C(=O)([O-])O.[Na+].S([O-])([O-])(=O)=S.[Na+].[Na+], predict the reaction product. The product is: [C:8]([C:12]1[N:13]=[C:14]2[CH:19]=[C:18]([C:20]([O:22][CH2:23][CH3:24])=[O:21])[CH:17]=[C:16]([CH3:25])[N:15]2[C:26]=1[CH2:27][CH:29]1[CH2:30][CH2:31][C:32]([F:36])([F:35])[CH2:33][CH2:34]1)([CH3:9])([CH3:10])[CH3:11]. (7) Given the reactants [NH2:1][C:2]1[N:3]([C:14]([O:16][C:17]([CH3:20])([CH3:19])[CH3:18])=[O:15])[CH:4]=[C:5]([CH2:7][CH2:8][CH2:9][CH2:10][CH2:11][C:12]#[CH:13])[N:6]=1.[N:21]([CH2:24][CH2:25][NH:26][C:27](=[O:39])[CH2:28][CH2:29][CH2:30][CH2:31][CH2:32][CH2:33][CH2:34][CH2:35][CH2:36][CH2:37][CH3:38])=[N+:22]=[N-:23], predict the reaction product. The product is: [NH2:1][C:2]1[N:3]([C:14]([O:16][C:17]([CH3:20])([CH3:19])[CH3:18])=[O:15])[CH:4]=[C:5]([CH2:7][CH2:8][CH2:9][CH2:10][CH2:11][C:12]2[N:23]=[N:22][N:21]([CH2:24][CH2:25][NH:26][C:27](=[O:39])[CH2:28][CH2:29][CH2:30][CH2:31][CH2:32][CH2:33][CH2:34][CH2:35][CH2:36][CH2:37][CH3:38])[CH:13]=2)[N:6]=1.